Dataset: NCI-60 drug combinations with 297,098 pairs across 59 cell lines. Task: Regression. Given two drug SMILES strings and cell line genomic features, predict the synergy score measuring deviation from expected non-interaction effect. (1) Drug 1: CC1C(C(CC(O1)OC2CC(CC3=C2C(=C4C(=C3O)C(=O)C5=C(C4=O)C(=CC=C5)OC)O)(C(=O)CO)O)N)O.Cl. Drug 2: CC1C(C(CC(O1)OC2CC(CC3=C2C(=C4C(=C3O)C(=O)C5=C(C4=O)C(=CC=C5)OC)O)(C(=O)C)O)N)O.Cl. Cell line: T-47D. Synergy scores: CSS=28.2, Synergy_ZIP=0.252, Synergy_Bliss=-0.178, Synergy_Loewe=-13.7, Synergy_HSA=-7.35. (2) Drug 1: C1=CC(=CC=C1CCC2=CNC3=C2C(=O)NC(=N3)N)C(=O)NC(CCC(=O)O)C(=O)O. Drug 2: COC1=CC(=CC(=C1O)OC)C2C3C(COC3=O)C(C4=CC5=C(C=C24)OCO5)OC6C(C(C7C(O6)COC(O7)C8=CC=CS8)O)O. Cell line: NCI-H322M. Synergy scores: CSS=18.1, Synergy_ZIP=-2.00, Synergy_Bliss=1.84, Synergy_Loewe=2.13, Synergy_HSA=3.35. (3) Drug 1: C1=CC(=C2C(=C1NCCNCCO)C(=O)C3=C(C=CC(=C3C2=O)O)O)NCCNCCO. Drug 2: C1CC(=O)NC(=O)C1N2C(=O)C3=CC=CC=C3C2=O. Cell line: MOLT-4. Synergy scores: CSS=66.5, Synergy_ZIP=1.45, Synergy_Bliss=1.27, Synergy_Loewe=-26.3, Synergy_HSA=0.610. (4) Drug 1: CCCS(=O)(=O)NC1=C(C(=C(C=C1)F)C(=O)C2=CNC3=C2C=C(C=N3)C4=CC=C(C=C4)Cl)F. Drug 2: C1=CC(=CC=C1CCCC(=O)O)N(CCCl)CCCl. Cell line: DU-145. Synergy scores: CSS=50.5, Synergy_ZIP=6.46, Synergy_Bliss=7.61, Synergy_Loewe=4.26, Synergy_HSA=5.09.